Predict the product of the given reaction. From a dataset of Forward reaction prediction with 1.9M reactions from USPTO patents (1976-2016). (1) The product is: [CH2:6]([C@@H:13]1[CH2:17][O:16][C:15](=[O:18])[N:14]1[C:19](=[O:26])[C@H:20]([CH2:24][S:3][C:1](=[O:4])[CH3:2])[CH:21]([CH3:22])[CH3:23])[C:7]1[CH:8]=[CH:9][CH:10]=[CH:11][CH:12]=1. Given the reactants [C:1]([O-:4])(=[S:3])[CH3:2].[K+].[CH2:6]([C@@H:13]1[CH2:17][O:16][C:15](=[O:18])[N:14]1[C:19](=[O:26])[CH:20]([CH2:24]I)[CH:21]([CH3:23])[CH3:22])[C:7]1[CH:12]=[CH:11][CH:10]=[CH:9][CH:8]=1.O, predict the reaction product. (2) Given the reactants [Br:1][C:2]1[CH:7]=[CH:6][C:5]([CH:8]([CH3:10])[CH3:9])=[CH:4][C:3]=1[O:11][CH3:12].[Br:13][C:14]1[CH:19]=[CH:18][C:17]([O:20][CH3:21])=[CH:16][C:15]=1[CH:22]([CH3:24])[CH3:23].Cl[CH:26](Cl)[O:27]C.Cl, predict the reaction product. The product is: [Br:1][C:2]1[C:3]([O:11][CH3:12])=[CH:4][C:5]([CH:8]([CH3:10])[CH3:9])=[C:6]([CH:7]=1)[CH:17]=[O:20].[Br:13][C:14]1[C:15]([CH:22]([CH3:24])[CH3:23])=[CH:16][C:17]([O:20][CH3:21])=[C:18]([CH:19]=1)[CH:26]=[O:27]. (3) Given the reactants [C:1]1([C:7]2[CH:8]=[N:9][C:10]3[C:15]([C:16]=2[C:17]2[CH:18]=[C:19]([NH:23][CH2:24][C:25]4[CH:30]=[CH:29][C:28]([CH2:31][C:32]([O:34]CC)=[O:33])=[CH:27][CH:26]=4)[CH:20]=[CH:21][CH:22]=2)=[CH:14][CH:13]=[CH:12][C:11]=3[C:37]([F:40])([F:39])[F:38])[CH:6]=[CH:5][CH:4]=[CH:3][CH:2]=1.C(OC(=O)CC1C=CC=C(C2C3C(=C(C(F)(F)F)C=CC=3)N=CC=2C2C=CC=CC=2)C=1)C, predict the reaction product. The product is: [C:1]1([C:7]2[CH:8]=[N:9][C:10]3[C:15]([C:16]=2[C:17]2[CH:18]=[C:19]([NH:23][CH2:24][C:25]4[CH:30]=[CH:29][C:28]([CH2:31][C:32]([OH:34])=[O:33])=[CH:27][CH:26]=4)[CH:20]=[CH:21][CH:22]=2)=[CH:14][CH:13]=[CH:12][C:11]=3[C:37]([F:40])([F:38])[F:39])[CH:2]=[CH:3][CH:4]=[CH:5][CH:6]=1. (4) Given the reactants [F:1][CH:2]([F:19])[C:3]1[CH:4]=[C:5](B2OC(C)(C)C(C)(C)O2)[CH:6]=[CH:7][C:8]=1[F:9].[Cl:20][C:21]1[C:22]([CH3:32])=[C:23]([N:27]2[CH:31]=[CH:30][N:29]=[CH:28]2)[N:24]=[N:25][CH:26]=1, predict the reaction product. The product is: [ClH:20].[F:19][CH:2]([F:1])[C:3]1[CH:4]=[C:5]([C:21]2[C:22]([CH3:32])=[C:23]([N:27]3[CH:31]=[CH:30][N:29]=[CH:28]3)[N:24]=[N:25][CH:26]=2)[CH:6]=[CH:7][C:8]=1[F:9]. (5) Given the reactants [NH:1]1[C:5]2[CH:6]=[CH:7][CH:8]=[C:9]([OH:10])[C:4]=2[N:3]=[N:2]1.[H-].[Na+].[C:13]([Si:17](Cl)([CH3:19])[CH3:18])([CH3:16])([CH3:15])[CH3:14], predict the reaction product. The product is: [Si:17]([O:10][C:9]1[C:4]2[N:3]=[N:2][NH:1][C:5]=2[CH:6]=[CH:7][CH:8]=1)([C:13]([CH3:16])([CH3:15])[CH3:14])([CH3:19])[CH3:18]. (6) Given the reactants [Br:1][C:2]1[C:10]2[C:6](=[N:7][S:8][N:9]=2)[C:5]([CH:11]=O)=[CH:4][CH:3]=1.Cl.[NH2:14][OH:15].C(=O)([O-])O.[Na+], predict the reaction product. The product is: [Br:1][C:2]1[C:10]2[C:6](=[N:7][S:8][N:9]=2)[C:5]([CH:11]=[N:14][OH:15])=[CH:4][CH:3]=1. (7) Given the reactants [CH3:1][C:2]1[CH:3]=[CH:4][C:5]([N:8]2[C:12]([NH:13][C:14]([C:16]3[CH:17]=[N:18][N:19]4[CH:24]=[CH:23][CH:22]=[N:21][C:20]=34)=[O:15])=[CH:11][C:10]([N:25]3[CH2:30][CH2:29][NH:28][CH2:27][CH2:26]3)=[N:9]2)=[N:6][CH:7]=1.C([O-])([O-])=O.[K+].[K+].Cl[CH2:38][C:39]([NH2:41])=[O:40].O, predict the reaction product. The product is: [NH2:41][C:39](=[O:40])[CH2:38][N:28]1[CH2:29][CH2:30][N:25]([C:10]2[CH:11]=[C:12]([NH:13][C:14]([C:16]3[CH:17]=[N:18][N:19]4[CH:24]=[CH:23][CH:22]=[N:21][C:20]=34)=[O:15])[N:8]([C:5]3[CH:4]=[CH:3][C:2]([CH3:1])=[CH:7][N:6]=3)[N:9]=2)[CH2:26][CH2:27]1.